This data is from Forward reaction prediction with 1.9M reactions from USPTO patents (1976-2016). The task is: Predict the product of the given reaction. Given the reactants C12(C3C=C[C:14]([O:15]CC(O)=O)=[CH:13]C=3)CC3CC(CC(C3)C1)C2.N[C:23]1[CH:28]=[CH:27][C:26]([S:29]([NH2:32])(=[O:31])=[O:30])=[CH:25][CH:24]=1.C[N:34](C=O)C, predict the reaction product. The product is: [S:29]([C:26]1[CH:27]=[CH:28][C:23]([CH2:13][C:14]([NH2:34])=[O:15])=[CH:24][CH:25]=1)(=[O:31])(=[O:30])[NH2:32].